This data is from Full USPTO retrosynthesis dataset with 1.9M reactions from patents (1976-2016). The task is: Predict the reactants needed to synthesize the given product. (1) The reactants are: [CH2:1]([O:3][C:4]([C@@H:6]1[CH2:10][C:9](=[O:11])[CH2:8][C@H:7]1[C:12]([OH:14])=O)=[O:5])[CH3:2].[NH:15]1[CH2:20][CH2:19][O:18][CH2:17][CH2:16]1.O.ON1C2C=CC=CC=2N=N1.Cl.CN(C)CCCN=C=NCC. Given the product [CH2:1]([O:3][C:4]([C@@H:6]1[CH2:10][C:9](=[O:11])[CH2:8][C@H:7]1[C:12]([N:15]1[CH2:20][CH2:19][O:18][CH2:17][CH2:16]1)=[O:14])=[O:5])[CH3:2], predict the reactants needed to synthesize it. (2) Given the product [C:1]([O:5][C:6](=[O:7])[NH:8][C:9]1[CH:14]=[CH:13][CH:12]=[CH:11][C:10]=1[NH:15][C:16]([C:18]1[S:22][C:21]2[CH:23]=[CH:24][C:25]([OH:27])=[CH:26][C:20]=2[CH:19]=1)=[O:17])([CH3:4])([CH3:2])[CH3:3], predict the reactants needed to synthesize it. The reactants are: [C:1]([O:5][C:6]([NH:8][C:9]1[CH:14]=[CH:13][CH:12]=[CH:11][C:10]=1[NH:15][C:16]([C:18]1[S:22][C:21]2[CH:23]=[CH:24][C:25]([O:27]C(=O)C3C=CC=CC=3)=[CH:26][C:20]=2[CH:19]=1)=[O:17])=[O:7])([CH3:4])([CH3:3])[CH3:2].C[O-].[Na+].C(O)(=O)CC(CC(O)=O)(C(O)=O)O. (3) Given the product [NH2:1][C:2]1[N:7]([CH2:8][CH2:9][CH2:10][CH3:11])[C:6](=[O:12])[NH:5][C:4](=[O:13])[C:3]=1[N:15]=[O:16], predict the reactants needed to synthesize it. The reactants are: [NH2:1][C:2]1[N:7]([CH2:8][CH2:9][CH2:10][CH3:11])[C:6](=[O:12])[NH:5][C:4](=[O:13])[CH:3]=1.Cl.[N:15]([O-])=[O:16].[Na+].[OH-].[NH4+]. (4) Given the product [F:1][C:2]1[CH:3]=[C:4]([C:24]2[CH:25]=[C:26]([CH2:30][NH:31][S:32]([CH2:35][CH3:36])(=[O:33])=[O:34])[CH:27]=[N:28][CH:29]=2)[CH:5]=[C:6]2[C:11]=1[N:10]([CH3:12])[C:9](=[O:13])[CH2:8][CH2:7]2, predict the reactants needed to synthesize it. The reactants are: [F:1][C:2]1[CH:3]=[C:4](B2OC(C)(C)C(C)(C)O2)[CH:5]=[C:6]2[C:11]=1[N:10]([CH3:12])[C:9](=[O:13])[CH2:8][CH2:7]2.Br[C:24]1[CH:25]=[C:26]([CH2:30][NH:31][S:32]([CH2:35][CH3:36])(=[O:34])=[O:33])[CH:27]=[N:28][CH:29]=1.C(=O)([O-])[O-].[Na+].[Na+]. (5) Given the product [N:7]1([CH2:12][CH2:13][CH2:14][OH:15])[CH:11]=[CH:10][N:9]=[CH:8]1, predict the reactants needed to synthesize it. The reactants are: [H-].[Al+3].[Li+].[H-].[H-].[H-].[N:7]1([CH2:12][CH2:13][C:14](OC)=[O:15])[CH:11]=[CH:10][N:9]=[CH:8]1.